This data is from Forward reaction prediction with 1.9M reactions from USPTO patents (1976-2016). The task is: Predict the product of the given reaction. (1) Given the reactants [F:1][C:2]1[CH:3]=[C:4]([CH:7]=[CH:8][C:9]=1[O:10][C:11]([F:14])([F:13])[F:12])[CH:5]=O.[C:15](=[O:18])([O-])[O-:16].[NH4+:19].[NH4+].C(O)C.[C-]#N.[K+], predict the reaction product. The product is: [NH2:19][CH:5]([C:4]1[CH:7]=[CH:8][C:9]([O:10][C:11]([F:14])([F:13])[F:12])=[C:2]([F:1])[CH:3]=1)[C:15]([OH:16])=[O:18]. (2) Given the reactants Br[C:2]1[S:3][CH:4]=[CH:5][CH:6]=1.[Mg].[C:8]([O:14][CH3:15])(=[O:13])[C:9](OC)=[O:10].S(=O)(=O)(O)O, predict the reaction product. The product is: [CH3:15][O:14][C:8](=[O:13])[C:9]([OH:10])([C:2]1[S:3][CH:4]=[CH:5][CH:6]=1)[C:2]1[S:3][CH:4]=[CH:5][CH:6]=1. (3) Given the reactants [Cl-].[CH3:2][S:3]([O:6][C:7]1[CH:12]=[CH:11][CH:10]=[CH:9][C:8]=1[CH:13]1[O:17][N:16]=[C:15]([C:18]2[N:19]=[C:20]([CH:23]3[CH2:28][CH2:27][NH2+:26][CH2:25][CH2:24]3)[S:21][CH:22]=2)[CH2:14]1)(=[O:5])=[O:4].[C:29](O)(=[O:32])[CH2:30][OH:31].C(N(C(C)C)CC)(C)C, predict the reaction product. The product is: [CH3:2][S:3]([O:6][C:7]1[CH:12]=[CH:11][CH:10]=[CH:9][C:8]=1[CH:13]1[O:17][N:16]=[C:15]([C:18]2[N:19]=[C:20]([CH:23]3[CH2:28][CH2:27][N:26]([C:30](=[O:31])[CH2:29][OH:32])[CH2:25][CH2:24]3)[S:21][CH:22]=2)[CH2:14]1)(=[O:4])=[O:5]. (4) Given the reactants [CH3:1][C:2]1[CH:3]=[C:4]([NH2:11])[C:5]2[O:9][CH:8]=[CH:7][C:6]=2[CH:10]=1.C(O)C, predict the reaction product. The product is: [CH3:1][C:2]1[CH:3]=[C:4]([NH2:11])[C:5]2[O:9][CH2:8][CH2:7][C:6]=2[CH:10]=1.